Dataset: Catalyst prediction with 721,799 reactions and 888 catalyst types from USPTO. Task: Predict which catalyst facilitates the given reaction. (1) Reactant: [CH2:1]([C@H:8]1[CH2:12][O:11][C:10](=[O:13])[NH:9]1)[C:2]1[CH:7]=[CH:6][CH:5]=[CH:4][CH:3]=1.I[C:15]1[CH:16]=[C:17]([NH2:22])[C:18]([NH2:21])=[CH:19][CH:20]=1.[F-].[Cs+].[CH:25]1(N)CCCCC1N.C(OCC)(OCC)OCC. Product: [NH:22]1[C:17]2[CH:16]=[CH:15][C:20]([N:9]3[C@@H:8]([CH2:1][C:2]4[CH:3]=[CH:4][CH:5]=[CH:6][CH:7]=4)[CH2:12][O:11][C:10]3=[O:13])=[CH:19][C:18]=2[N:21]=[CH:25]1. The catalyst class is: 205. (2) Product: [CH3:1][O:2][C:3]1[CH:8]=[C:7]([CH2:9][NH2:10])[N:6]=[C:5]([C:11]2[CH:16]=[CH:15][CH:14]=[CH:13][N:12]=2)[CH:4]=1. The catalyst class is: 7. Reactant: [CH3:1][O:2][C:3]1[CH:8]=[C:7]([C:9]#[N:10])[N:6]=[C:5]([C:11]2[CH:16]=[CH:15][CH:14]=[CH:13][N:12]=2)[CH:4]=1.[H-].[H-].[H-].[H-].[Li+].[Al+3].O.[OH-].[Na+].